From a dataset of Forward reaction prediction with 1.9M reactions from USPTO patents (1976-2016). Predict the product of the given reaction. (1) Given the reactants [Cl:1][C:2]1[N:10]=[CH:9][CH:8]=[CH:7][C:3]=1[C:4]([OH:6])=O.[C:11]1([CH3:17])[CH:16]=[CH:15][CH:14]=[CH:13][CH:12]=1.S(Cl)(Cl)=O.CO[CH2:24][CH2:25][O:26]C, predict the reaction product. The product is: [CH2:17]([C:25]1([OH:26])[CH2:8][CH2:9][N:10]([C:4]([C:3]2[C:2]([Cl:1])=[N:10][CH:9]=[CH:8][CH:7]=2)=[O:6])[CH2:2][CH2:24]1)[C:11]1[CH:16]=[CH:15][CH:14]=[CH:13][CH:12]=1. (2) Given the reactants [F:1][C:2]1[C:3]([CH:8]([NH:10][C:11]([NH:13][C:14]2[CH:19]=[CH:18][C:17]([Br:20])=[CH:16][N:15]=2)=S)[CH3:9])=[N:4][CH:5]=[CH:6][CH:7]=1.[OH:21]O, predict the reaction product. The product is: [F:1][C:2]1[C:3]([CH:8]([NH:10][C:11]([NH:13][C:14]2[CH:19]=[CH:18][C:17]([Br:20])=[CH:16][N:15]=2)=[O:21])[CH3:9])=[N:4][CH:5]=[CH:6][CH:7]=1. (3) Given the reactants [CH2:1]([N:3]1[CH:12]=[CH:11][C:10]2[C:5](=[CH:6][C:7]([C:15]3[N:16]=[N:17][C:18]([O:21][CH:22]4[CH2:27][C:26]([CH3:29])([CH3:28])[NH:25][C:24]([CH3:31])([CH3:30])[CH2:23]4)=[CH:19][CH:20]=3)=[C:8]([O:13]C)[CH:9]=2)[C:4]1=[O:32])[CH3:2].B(Br)(Br)Br, predict the reaction product. The product is: [CH2:1]([N:3]1[CH:12]=[CH:11][C:10]2[C:5](=[CH:6][C:7]([C:15]3[N:16]=[N:17][C:18]([O:21][CH:22]4[CH2:27][C:26]([CH3:29])([CH3:28])[NH:25][C:24]([CH3:31])([CH3:30])[CH2:23]4)=[CH:19][CH:20]=3)=[C:8]([OH:13])[CH:9]=2)[C:4]1=[O:32])[CH3:2]. (4) Given the reactants F[C:2]1[CH:9]=[CH:8][CH:7]=[CH:6][C:3]=1[C:4]#[N:5].[CH:10]1([NH2:15])[CH2:14][CH2:13][CH2:12][CH2:11]1, predict the reaction product. The product is: [CH:10]1([NH:15][C:2]2[CH:9]=[CH:8][CH:7]=[CH:6][C:3]=2[C:4]#[N:5])[CH2:14][CH2:13][CH2:12][CH2:11]1.